This data is from Catalyst prediction with 721,799 reactions and 888 catalyst types from USPTO. The task is: Predict which catalyst facilitates the given reaction. (1) Reactant: [OH:1][CH2:2][CH:3]1[CH2:12][C:11]2[C:6]3=[C:7]([CH:13]=[CH:14][N:5]3[CH2:4]1)[CH:8]=[CH:9][CH:10]=2.[Si:15](Cl)([C:18]([CH3:21])([CH3:20])[CH3:19])([CH3:17])[CH3:16].C(N(CC)CC)C.CN(C1C=CC=CN=1)C. Product: [Si:15]([O:1][CH2:2][CH:3]1[CH2:12][C:11]2[C:6]3=[C:7]([CH:13]=[CH:14][N:5]3[CH2:4]1)[CH:8]=[CH:9][CH:10]=2)([C:18]([CH3:21])([CH3:20])[CH3:19])([CH3:17])[CH3:16]. The catalyst class is: 4. (2) Reactant: F[C:2]1[N:7]=[C:6]([N:8]([CH3:21])[C:9]2[CH:14]=[CH:13][N:12]=[C:11]([C:15]3[CH:20]=[CH:19][CH:18]=[CH:17][CH:16]=3)[N:10]=2)[CH:5]=[CH:4][N:3]=1.[N:22]1([C:27]2[CH:28]=[C:29]([CH2:33][C@@H:34]([NH2:36])[CH3:35])[CH:30]=[CH:31][CH:32]=2)[CH:26]=[CH:25][N:24]=[CH:23]1.C([O-])([O-])=O.[Cs+].[Cs+].O. Product: [N:22]1([C:27]2[CH:28]=[C:29]([CH2:33][C@@H:34]([NH:36][C:2]3[N:7]=[C:6]([N:8]([CH3:21])[C:9]4[CH:14]=[CH:13][N:12]=[C:11]([C:15]5[CH:20]=[CH:19][CH:18]=[CH:17][CH:16]=5)[N:10]=4)[CH:5]=[CH:4][N:3]=3)[CH3:35])[CH:30]=[CH:31][CH:32]=2)[CH:26]=[CH:25][N:24]=[CH:23]1. The catalyst class is: 3. (3) Reactant: [F:1][C:2]1[CH:7]=[C:6]([F:8])[CH:5]=[CH:4][C:3]=1[CH:9]1[CH:14]([C:15]([OH:17])=O)[CH2:13][CH2:12][NH:11][CH2:10]1.C(N(CC)CC)C.[C:25](Cl)(=[O:30])[C:26]([CH3:29])([CH3:28])[CH3:27].[Cl-].[Li+].[CH2:34]([C@H:41]1[CH2:45][O:44][C:43](=[O:46])[NH:42]1)[C:35]1[CH:40]=[CH:39][CH:38]=[CH:37][CH:36]=1.C(O)(=O)[CH2:48][C:49]([CH2:54]C(O)=O)([C:51]([OH:53])=[O:52])[OH:50]. Product: [C:26]([O:53][C:51]([N:11]1[CH2:12][CH2:13][C@H:14]([C:15]([N:42]2[C@@H:41]([CH2:34][C:35]3[CH:36]=[CH:37][CH:38]=[CH:39][CH:40]=3)[CH2:45][O:44][C:43]2=[O:46])=[O:17])[C@@H:9]([C:3]2[CH:4]=[CH:5][C:6]([F:8])=[CH:7][C:2]=2[F:1])[CH2:10]1)=[O:52])([CH3:27])([CH3:28])[CH3:29].[C:49]([O:50][C:25]([N:11]1[CH2:12][CH2:13][C@@H:14]([C:15]([N:42]2[C@@H:41]([CH2:34][C:35]3[CH:36]=[CH:37][CH:38]=[CH:39][CH:40]=3)[CH2:45][O:44][C:43]2=[O:46])=[O:17])[C@H:9]([C:3]2[CH:4]=[CH:5][C:6]([F:8])=[CH:7][C:2]=2[F:1])[CH2:10]1)=[O:30])([CH3:48])([CH3:51])[CH3:54]. The catalyst class is: 7.